Task: Predict the reaction yield, written as a fraction of the theoretical maximum amount of product (1.0 means a 100% yield; for example, 0.34 means a 34% yield).. Dataset: Reaction yield outcomes from USPTO patents with 853,638 reactions (1) The product is [Si:20]([O:4][CH2:5][C:6](=[O:8])[CH3:7])([C:17]([CH3:19])([CH3:18])[CH3:16])([CH3:22])[CH3:21]. The catalyst is CN(C1C=CN=CC=1)C.O. The reactants are C(Cl)Cl.[OH:4][CH2:5][C:6](=[O:8])[CH3:7].CCN(CC)CC.[CH3:16][C:17]([Si:20](Cl)([CH3:22])[CH3:21])([CH3:19])[CH3:18]. The yield is 0.750. (2) The reactants are C([Li])CCC.CCCCCC.[C:12](#[N:14])[CH3:13].Br[C:16]1[CH:21]=[CH:20][CH:19]=[C:18]([O:22][CH3:23])[N:17]=1. The catalyst is C1COCC1. The product is [CH3:23][O:22][C:18]1[N:17]=[C:16]([CH2:13][C:12]#[N:14])[CH:21]=[CH:20][CH:19]=1. The yield is 0.580. (3) The reactants are Br[C:2]1[CH:3]=[C:4]2[CH:10]=[CH:9][NH:8][C:5]2=[N:6][CH:7]=1.C([Li])CCC.C1C[O:19][CH2:18]C1. No catalyst specified. The product is [NH:8]1[C:5]2=[N:6][CH:7]=[C:2]([CH:18]=[O:19])[CH:3]=[C:4]2[CH:10]=[CH:9]1. The yield is 0.330. (4) The reactants are N1(N[C:8]([C:10]2[CH:40]=[CH:39][C:13]3[N:14]([CH:33]4[CH2:38][CH2:37][CH2:36][CH2:35][CH2:34]4)[C:15]([C:17]4[CH:18]=[C:19]5[C:24](=[CH:25][CH:26]=4)[N:23]=[C:22]([C:27]4[CH:32]=[CH:31][CH:30]=[CH:29][CH:28]=4)[CH:21]=[N:20]5)=[N:16][C:12]=3[CH:11]=2)=[O:9])CCOCC1.[NH2:41][C:42]1[CH:43]=[C:44]2[C:49](=[CH:50][CH:51]=1)[CH:48]=[C:47]([C:52]([OH:54])=[O:53])[CH:46]=[CH:45]2. No catalyst specified. The product is [CH:33]1([N:14]2[C:13]3[CH:39]=[CH:40][C:10]([C:8]([NH:41][C:42]4[CH:43]=[C:44]5[C:49](=[CH:50][CH:51]=4)[CH:48]=[C:47]([C:52]([OH:54])=[O:53])[CH:46]=[CH:45]5)=[O:9])=[CH:11][C:12]=3[N:16]=[C:15]2[C:17]2[CH:18]=[C:19]3[C:24](=[CH:25][CH:26]=2)[N:23]=[C:22]([C:27]2[CH:28]=[CH:29][CH:30]=[CH:31][CH:32]=2)[CH:21]=[N:20]3)[CH2:38][CH2:37][CH2:36][CH2:35][CH2:34]1. The yield is 0.530. (5) The reactants are Cl.[N:2]1[N:6]2[CH:7]=[CH:8][N:9]=[CH:10][C:5]2=[C:4]([C:11](=[NH:13])[NH2:12])[CH:3]=1.CN(C)/[CH:16]=[C:17](\[N+:23]([O-:25])=[O:24])/[C:18](OCC)=[O:19].C(N(CC)CC)C. The catalyst is C(O)C. The product is [N+:23]([C:17]1[C:18]([OH:19])=[N:13][C:11]([C:4]2[CH:3]=[N:2][N:6]3[CH:7]=[CH:8][N:9]=[CH:10][C:5]=23)=[N:12][CH:16]=1)([O-:25])=[O:24]. The yield is 0.660. (6) The reactants are [H-].[Na+].[O:3]=[C:4]1[CH2:8][CH2:7][CH2:6][NH:5]1.Br[C:10]1[O:11][C:12]([C:19]([O:21][CH2:22][CH3:23])=[O:20])=[C:13]([C:15]([F:18])([F:17])[F:16])[N:14]=1. The yield is 0.340. The product is [O:3]=[C:4]1[CH2:8][CH2:7][CH2:6][N:5]1[C:10]1[O:11][C:12]([C:19]([O:21][CH2:22][CH3:23])=[O:20])=[C:13]([C:15]([F:17])([F:16])[F:18])[N:14]=1. The catalyst is CN(C=O)C. (7) The reactants are C(OP([CH2:9][C:10]([O:12][C:13]([CH3:16])([CH3:15])[CH3:14])=[O:11])(OCC)=O)C.[C:17]([C:19]1[CH:26]=[CH:25][C:22]([CH:23]=O)=[CH:21][CH:20]=1)#[N:18]. The catalyst is C1COCC1.CC(OC)(C)C.[NH4+].[Cl-]. The product is [C:17]([C:19]1[CH:26]=[CH:25][C:22](/[CH:23]=[CH:9]/[C:10]([O:12][C:13]([CH3:14])([CH3:15])[CH3:16])=[O:11])=[CH:21][CH:20]=1)#[N:18]. The yield is 1.00.